Dataset: Blood-brain barrier penetration binary classification data from Martins et al.. Task: Regression/Classification. Given a drug SMILES string, predict its absorption, distribution, metabolism, or excretion properties. Task type varies by dataset: regression for continuous measurements (e.g., permeability, clearance, half-life) or binary classification for categorical outcomes (e.g., BBB penetration, CYP inhibition). Dataset: bbb_martins. (1) The result is 1 (penetrates BBB). The compound is CC(=O)OCC(=O)[C@@]12OC(C)(C)O[C@@H]1CC1C3CC(C=O)=C4C=C(OCCCl)CCC4(C)[C@@]3(F)C(O)CC12C. (2) The compound is CCc1nn(CCCN2CCN(c3cccc(Cl)c3)CC2)c(=O)n1CCOc1ccccc1.[Cl-].[H+]. The result is 1 (penetrates BBB).